The task is: Predict the reaction yield, written as a fraction of the theoretical maximum amount of product (1.0 means a 100% yield; for example, 0.34 means a 34% yield).. This data is from Reaction yield outcomes from USPTO patents with 853,638 reactions. The reactants are [NH2:1][C:2]1N(C2CCCN(C#N)C2)NC(C2C=CC(OC3C=CC=CC=3)=CC=2)(C(N)=O)C=1.[NH2:31][C:32]1[N:36]([CH:37]2[CH2:42][CH2:41][NH:40][CH2:39][CH2:38]2)[N:35]=[C:34]([C:43]2[CH:48]=[CH:47][C:46]([O:49][C:50]3[CH:55]=[CH:54][CH:53]=[CH:52][CH:51]=3)=[CH:45][CH:44]=2)[C:33]=1[C:56]([NH2:58])=[O:57]. No catalyst specified. The product is [NH2:31][C:32]1[N:36]([CH:37]2[CH2:42][CH2:41][N:40]([C:2]#[N:1])[CH2:39][CH2:38]2)[N:35]=[C:34]([C:43]2[CH:44]=[CH:45][C:46]([O:49][C:50]3[CH:55]=[CH:54][CH:53]=[CH:52][CH:51]=3)=[CH:47][CH:48]=2)[C:33]=1[C:56]([NH2:58])=[O:57]. The yield is 0.0800.